Dataset: Forward reaction prediction with 1.9M reactions from USPTO patents (1976-2016). Task: Predict the product of the given reaction. (1) The product is: [CH3:19][O:20][C:21]1[CH:25]=[C:24]([C:26]2[CH:27]=[C:28]([O:38][CH2:45][CH2:44][C:41]3[CH:42]=[CH:43][S:39][CH:40]=3)[CH:29]=[C:30]([O:32][C@@H:33]([CH3:37])[CH2:34][O:35][CH3:36])[CH:31]=2)[NH:23][N:22]=1. Given the reactants C1CCN(C(N=NC(N2CCCCC2)=O)=O)CC1.[CH3:19][O:20][C:21]1[CH:25]=[C:24]([C:26]2[CH:27]=[C:28]([OH:38])[CH:29]=[C:30]([O:32][C@@H:33]([CH3:37])[CH2:34][O:35][CH3:36])[CH:31]=2)[NH:23][N:22]=1.[S:39]1[CH:43]=[CH:42][C:41]([CH2:44][CH2:45]O)=[CH:40]1.C(P(CCCC)CCCC)CCC, predict the reaction product. (2) The product is: [OH:1][CH2:2][C@@H:3]([NH:8][C:9]([C:11]1[C:12]2[CH2:13][C@H:14]3[CH2:26][C@H:15]3[C:16]=2[N:17]([C:19]2[CH:24]=[C:23]([C:28]#[N:30])[CH:22]=[CH:21][N:20]=2)[N:18]=1)=[O:10])[C:4]([CH3:7])([CH3:6])[CH3:5]. Given the reactants [OH:1][CH2:2][C@@H:3]([NH:8][C:9]([C:11]1[C:12]2[CH2:13][C@H:14]3[CH2:26][C@H:15]3[C:16]=2[N:17]([C:19]2[CH:24]=[C:23](Br)[CH:22]=[CH:21][N:20]=2)[N:18]=1)=[O:10])[C:4]([CH3:7])([CH3:6])[CH3:5].C[C:28]([N:30](C)C)=O, predict the reaction product. (3) The product is: [ClH:36].[CH2:1]([NH:8][C:16]12[CH2:23][CH2:22][C:19]([C:24]3[C:28]4=[C:29]5[CH:35]=[CH:34][NH:33][C:30]5=[N:31][CH:32]=[C:27]4[NH:26][N:25]=3)([CH2:20][CH2:21]1)[CH2:18][CH2:17]2)[C:2]1[CH:7]=[CH:6][CH:5]=[CH:4][CH:3]=1. Given the reactants [CH2:1]([N:8]([C:16]12[CH2:23][CH2:22][C:19]([C:24]3[C:28]4=[C:29]5[CH:35]=[CH:34][NH:33][C:30]5=[N:31][CH:32]=[C:27]4[NH:26][N:25]=3)([CH2:20][CH2:21]1)[CH2:18][CH2:17]2)C(=O)OC(C)(C)C)[C:2]1[CH:7]=[CH:6][CH:5]=[CH:4][CH:3]=1.[ClH:36], predict the reaction product. (4) Given the reactants Cl[C:2]1[N:7]=[CH:6][N:5]=[C:4]([NH:8][C:9]2[CH:14]=[CH:13][CH:12]=[C:11]([CH2:15][S:16][CH3:17])[CH:10]=2)[N:3]=1.[F:18][C:19]1[CH:24]=[CH:23][C:22](B(O)O)=[C:21]([O:28][CH3:29])[CH:20]=1, predict the reaction product. The product is: [F:18][C:19]1[CH:24]=[CH:23][C:22]([C:2]2[N:7]=[CH:6][N:5]=[C:4]([NH:8][C:9]3[CH:14]=[CH:13][CH:12]=[C:11]([CH2:15][S:16][CH3:17])[CH:10]=3)[N:3]=2)=[C:21]([O:28][CH3:29])[CH:20]=1. (5) Given the reactants [C:1](Cl)(=[O:14])[C:2]1[C:3](=[CH:7][C:8](=[CH:12][CH:13]=1)[C:9](Cl)=[O:10])[C:4](Cl)=[O:5].[O:16]1CCOCC1.[CH2:22]([OH:34])[CH2:23][CH2:24][CH2:25][CH2:26][CH2:27][CH2:28][CH2:29][CH2:30][CH2:31][CH2:32][CH3:33].N1C=CC=CC=1, predict the reaction product. The product is: [CH2:22]([O:34][C:9]([C:8]1[CH:7]=[C:3]2[C:4](=[O:16])[O:5][C:1](=[O:14])[C:2]2=[CH:13][CH:12]=1)=[O:10])[CH2:23][CH2:24][CH2:25][CH2:26][CH2:27][CH2:28][CH2:29][CH2:30][CH2:31][CH2:32][CH3:33]. (6) The product is: [Cl:12][C:7]1[N:6]=[C:5]([NH:13][C:14]2[CH:15]=[N:16][N:17]([CH:19]3[CH2:24][CH2:23][NH:22][CH2:21][CH2:20]3)[CH:18]=2)[C:4]([C:1]([NH2:2])=[O:3])=[N:9][C:8]=1[CH2:10][CH3:11]. Given the reactants [C:1]([C:4]1[C:5]([NH:13][C:14]2[CH:15]=[N:16][N:17]([CH:19]3[CH2:24][CH2:23][N:22](C(OC(C)(C)C)=O)[CH2:21][CH2:20]3)[CH:18]=2)=[N:6][C:7]([Cl:12])=[C:8]([CH2:10][CH3:11])[N:9]=1)(=[O:3])[NH2:2].C(OCC)(=O)C.C(OC(=O)C)C.Cl, predict the reaction product. (7) Given the reactants N#N.[CH3:3][O:4][C:5]1[N:6]=[CH:7][N:8]=[N:9][C:10]=1[CH2:11][NH2:12].[O:13]=[C:14]1[CH2:17][CH:16]([C:18](ON2C(=O)CCC2=O)=[O:19])[CH2:15]1.C(=O)([O-])[O-].[Na+].[Na+], predict the reaction product. The product is: [CH3:3][O:4][C:5]1[N:6]=[CH:7][N:8]=[N:9][C:10]=1[CH2:11][NH:12][C:18]([CH:16]1[CH2:17][C:14](=[O:13])[CH2:15]1)=[O:19]. (8) Given the reactants [CH2:1]([O:3][C:4]([C:6]1[C:7]([CH3:25])=[C:8]([C:18]([O:20][C:21]([CH3:24])([CH3:23])[CH3:22])=[O:19])[NH:9][C:10]=1[CH:11]=[CH:12][C:13]([O:15][CH2:16][CH3:17])=[O:14])=[O:5])[CH3:2], predict the reaction product. The product is: [CH2:1]([O:3][C:4]([C:6]1[C:7]([CH3:25])=[C:8]([C:18]([O:20][C:21]([CH3:22])([CH3:24])[CH3:23])=[O:19])[NH:9][C:10]=1[CH2:11][CH2:12][C:13]([O:15][CH2:16][CH3:17])=[O:14])=[O:5])[CH3:2]. (9) Given the reactants O=C1C2C(=CC=CC=2)N=C(C(OCC)=O)N1.[CH2:17]([O:19][C:20]([C:22]1[CH:23]=[C:24]([C:28]2[C:36]3[C:35](=[O:37])[NH:34][C:33]([C:38](OCC)=[O:39])=[N:32][C:31]=3[S:30][CH:29]=2)[CH:25]=[CH:26][CH:27]=1)=[O:21])[CH3:18].C1(C(C2C=CC=CC=2)(C2C=CC=CC=2)N2C=NC(CCCOC3C=C(CN)C=CN=3)=N2)C=CC=CC=1.C1(C(C2C=CC=CC=2)(C2C=CC=CC=2)[N:86]2[CH:90]=[N:89][C:88]([O:91][CH2:92][CH2:93][O:94][C:95]3[CH:96]=[C:97]([CH2:101][NH2:102])[CH:98]=[CH:99][CH:100]=3)=[N:87]2)C=CC=CC=1, predict the reaction product. The product is: [O:37]=[C:35]1[NH:34][C:33]([C:38](=[O:39])[NH:102][CH2:101][C:97]2[CH:98]=[CH:99][CH:100]=[C:95]([O:94][CH2:93][CH2:92][O:91][C:88]3[N:89]=[CH:90][NH:86][N:87]=3)[CH:96]=2)=[N:32][C:31]2[S:30][CH:29]=[C:28]([C:24]3[CH:23]=[C:22]([CH:27]=[CH:26][CH:25]=3)[C:20]([O:19][CH2:17][CH3:18])=[O:21])[C:36]1=2.